Dataset: Reaction yield outcomes from USPTO patents with 853,638 reactions. Task: Predict the reaction yield, written as a fraction of the theoretical maximum amount of product (1.0 means a 100% yield; for example, 0.34 means a 34% yield). (1) The catalyst is C1COCC1. The yield is 0.950. The product is [Br:8][C:6]1[N:5]=[C:4]([CH3:9])[C:3]([OH:10])=[CH:2][CH:7]=1. The reactants are Br[C:2]1[CH:7]=[C:6]([Br:8])[N:5]=[C:4]([CH3:9])[C:3]=1[OH:10].[Li]CCCC. (2) The reactants are [OH:1][CH2:2][CH2:3][N:4]1[CH2:9][CH2:8][N:7]([C:10]2[CH:17]=[CH:16][C:13]([C:14]#[N:15])=[CH:12][N:11]=2)[CH2:6][CH2:5]1.N1C=CN=C1.[Si:23](Cl)([C:26]([CH3:29])([CH3:28])[CH3:27])([CH3:25])[CH3:24]. The catalyst is CN(C=O)C.CCOC(C)=O. The product is [C:26]([Si:23]([CH3:25])([CH3:24])[O:1][CH2:2][CH2:3][N:4]1[CH2:5][CH2:6][N:7]([C:10]2[CH:17]=[CH:16][C:13]([C:14]#[N:15])=[CH:12][N:11]=2)[CH2:8][CH2:9]1)([CH3:29])([CH3:28])[CH3:27]. The yield is 0.750. (3) The reactants are [CH2:1]([C@@H:8]1[CH2:12][O:11][C:10](=[O:13])[N:9]1[C:14](=[O:33])[C@H:15]([CH3:32])[C@H:16]([C@H:18]1[CH2:22][O:21][C:20]([CH3:24])([CH3:23])[N:19]1[C:25]([O:27][C:28]([CH3:31])([CH3:30])[CH3:29])=[O:26])[OH:17])[C:2]1[CH:7]=[CH:6][CH:5]=[CH:4][CH:3]=1.N1C(C)=CC=CC=1C.FC(F)(F)S(O[Si:48]([C:51]([CH3:54])([CH3:53])[CH3:52])([CH3:50])[CH3:49])(=O)=O. The catalyst is C(Cl)Cl.CCOC(C)=O. The product is [CH2:1]([C@@H:8]1[CH2:12][O:11][C:10](=[O:13])[N:9]1[C:14](=[O:33])[C@H:15]([CH3:32])[C@H:16]([C@H:18]1[CH2:22][O:21][C:20]([CH3:24])([CH3:23])[N:19]1[C:25]([O:27][C:28]([CH3:31])([CH3:30])[CH3:29])=[O:26])[O:17][Si:48]([C:51]([CH3:54])([CH3:53])[CH3:52])([CH3:50])[CH3:49])[C:2]1[CH:7]=[CH:6][CH:5]=[CH:4][CH:3]=1. The yield is 0.880. (4) The reactants are [N:1]12[CH2:9][CH2:8][CH:5]([CH2:6][CH2:7]1)[NH:4][C:3](=O)[CH2:2]2.O1CCOCC1. The catalyst is O. The product is [N:1]12[CH2:9][CH2:8][CH:5]([CH2:6][CH2:7]1)[NH:4][CH2:3][CH2:2]2. The yield is 0.780.